This data is from Full USPTO retrosynthesis dataset with 1.9M reactions from patents (1976-2016). The task is: Predict the reactants needed to synthesize the given product. (1) Given the product [NH2:1][C:2]1[C:3]([C:16]2[O:20][C:19]([C@@:21]([OH:27])([CH3:26])[C:22]([F:25])([F:24])[F:23])=[N:18][N:17]=2)=[N:4][C:5]([O:14][CH3:15])=[C:6]([C:10]([F:12])([F:13])[F:11])[C:7]=1[C:8]([CH3:28])=[CH2:9], predict the reactants needed to synthesize it. The reactants are: [NH2:1][C:2]1[C:3]([C:16]2[O:20][C:19]([C@@:21]([OH:27])([CH3:26])[C:22]([F:25])([F:24])[F:23])=[N:18][N:17]=2)=[N:4][C:5]([O:14][CH3:15])=[C:6]([C:10]([F:13])([F:12])[F:11])[C:7]=1[CH:8]=[CH2:9].[CH3:28]C1(C)C(C)(C)OB(C(C)=C)O1. (2) Given the product [CH3:1][O:2][C:3]1[CH:4]=[CH:5][C:6]2[N:7]([CH:9]=[C:10]([C:12]3[CH:13]=[CH:14][C:15]([CH3:19])=[C:16]([NH:17][C:28](=[O:29])[C:27]([CH3:32])([CH3:31])[CH3:26])[CH:18]=3)[N:11]=2)[N:8]=1, predict the reactants needed to synthesize it. The reactants are: [CH3:1][O:2][C:3]1[CH:4]=[CH:5][C:6]2[N:7]([CH:9]=[C:10]([C:12]3[CH:13]=[CH:14][C:15]([CH3:19])=[C:16]([CH:18]=3)[NH2:17])[N:11]=2)[N:8]=1.N1C=CC=CC=1.[CH3:26][C:27]([CH3:32])([CH3:31])[C:28](Cl)=[O:29].